The task is: Predict which catalyst facilitates the given reaction.. This data is from Catalyst prediction with 721,799 reactions and 888 catalyst types from USPTO. (1) Reactant: [NH:1]1[CH:8]=[CH:7][C:5]([NH2:6])=[N:4][C:2]1=[O:3].I[C@H:10]1[C@H:17]2[CH2:18][C@H:13]([CH2:14][C:15](=[O:19])[NH:16]2)[CH2:12][CH2:11]1.C([O-])([O-])=O.[K+].[K+]. Product: [O:19]=[C:15]1[CH2:14][C@H:13]2[CH2:18][C@H:17]([C@H:10]([N:1]3[CH:8]=[CH:7][C:5]([NH2:6])=[N:4][C:2]3=[O:3])[CH2:11][CH2:12]2)[NH:16]1. The catalyst class is: 16. (2) Reactant: [F:1][C:2]1[CH:3]=[C:4]([CH2:8][C@H:9]([NH:12][C:13](=[O:19])[O:14][C:15]([CH3:18])([CH3:17])[CH3:16])[CH2:10]O)[CH:5]=[CH:6][CH:7]=1.C1(P(C2C=CC=CC=2)C2C=CC=CC=2)C=CC=CC=1.[C:39]1(=[O:49])[NH:43][C:42](=[O:44])[C:41]2=[CH:45][CH:46]=[CH:47][CH:48]=[C:40]12.N(C(OC(C)C)=O)=NC(OC(C)C)=O. Product: [O:44]=[C:42]1[C:41]2[C:40](=[CH:48][CH:47]=[CH:46][CH:45]=2)[C:39](=[O:49])[N:43]1[CH2:10][C@@H:9]([NH:12][C:13](=[O:19])[O:14][C:15]([CH3:18])([CH3:17])[CH3:16])[CH2:8][C:4]1[CH:5]=[CH:6][CH:7]=[C:2]([F:1])[CH:3]=1. The catalyst class is: 1.